This data is from NCI-60 drug combinations with 297,098 pairs across 59 cell lines. The task is: Regression. Given two drug SMILES strings and cell line genomic features, predict the synergy score measuring deviation from expected non-interaction effect. (1) Drug 1: CC1=CC2C(CCC3(C2CCC3(C(=O)C)OC(=O)C)C)C4(C1=CC(=O)CC4)C. Drug 2: C1=CC(=CC=C1C#N)C(C2=CC=C(C=C2)C#N)N3C=NC=N3. Cell line: SK-MEL-28. Synergy scores: CSS=-0.179, Synergy_ZIP=9.23, Synergy_Bliss=3.95, Synergy_Loewe=-0.899, Synergy_HSA=-0.481. (2) Drug 1: CC1=C(C=C(C=C1)NC2=NC=CC(=N2)N(C)C3=CC4=NN(C(=C4C=C3)C)C)S(=O)(=O)N.Cl. Drug 2: CC12CCC3C(C1CCC2O)C(CC4=C3C=CC(=C4)O)CCCCCCCCCS(=O)CCCC(C(F)(F)F)(F)F. Cell line: UACC-257. Synergy scores: CSS=3.12, Synergy_ZIP=0.0823, Synergy_Bliss=3.61, Synergy_Loewe=2.40, Synergy_HSA=2.62.